Dataset: HIV replication inhibition screening data with 41,000+ compounds from the AIDS Antiviral Screen. Task: Binary Classification. Given a drug SMILES string, predict its activity (active/inactive) in a high-throughput screening assay against a specified biological target. (1) The molecule is CC(CCCN1CCOCC1)C1CCC2C3CCC4CC(O)CCC4(C)C3CCC12C.Cl. The result is 0 (inactive). (2) The drug is CC1(C)CC2=C(Sc3ccccc3N2)C(=O)C1C(=O)C(=O)Nc1cc(Cl)ccc1Cl. The result is 0 (inactive). (3) The drug is CCC(C)C(NC(=O)C(N)CCC(=O)O)C(=O)NC(CCCCN)C(=O)NCC(=O)NC(C(=O)NC(C(=O)NC(CC(N)=O)C(=O)NC(CC(C)C)C(=O)NCC(=O)NC(CCCCN)C(=O)O)C(C)O)C(C)O. The result is 0 (inactive). (4) The compound is O=C1c2ccccc2C(=O)N1CC(CN1C(=O)c2ccccc2C1=O)(C(=O)OCc1ccccc1)C(=O)OCc1ccccc1. The result is 0 (inactive). (5) The drug is CCOC(=O)c1ccc(NC(=O)Nc2ncc(Cl)cc2Cl)cc1. The result is 0 (inactive). (6) The compound is CN(O)C(=O)Cc1ccccc1. The result is 0 (inactive). (7) The molecule is CC1=CNC(C#N)=C(C#N)N=CC(C)=CNC(C#N)=C(C#N)N=C1. The result is 0 (inactive).